This data is from Full USPTO retrosynthesis dataset with 1.9M reactions from patents (1976-2016). The task is: Predict the reactants needed to synthesize the given product. (1) Given the product [F:32][C:29]([F:31])([F:30])[C:28]([NH:27][CH2:26][C:25]1[CH:34]=[CH:35][C:36]([F:37])=[C:23]([CH:20]2[CH2:19][CH2:18][N:17]([C:15]([C:4]3[C:3]4[C:7](=[CH:8][CH:9]=[CH:10][C:2]=4[C:38]4[CH:43]=[CH:42][CH:41]=[CH:40][CH:39]=4)[N:6]([CH2:11][CH2:12][O:13][CH3:14])[CH:5]=3)=[O:16])[CH2:22][CH2:21]2)[CH:24]=1)=[O:33], predict the reactants needed to synthesize it. The reactants are: Br[C:2]1[CH:10]=[CH:9][CH:8]=[C:7]2[C:3]=1[C:4]([C:15]([N:17]1[CH2:22][CH2:21][CH:20]([C:23]3[CH:24]=[C:25]([CH:34]=[CH:35][C:36]=3[F:37])[CH2:26][NH:27][C:28](=[O:33])[C:29]([F:32])([F:31])[F:30])[CH2:19][CH2:18]1)=[O:16])=[CH:5][N:6]2[CH2:11][CH2:12][O:13][CH3:14].[C:38]1(B(O)O)[CH:43]=[CH:42][CH:41]=[CH:40][CH:39]=1.C(=O)([O-])[O-].[Cs+].[Cs+].C(Cl)Cl. (2) Given the product [CH2:1]([O:5][C:6]1[CH:11]=[CH:10][C:9]([S:12]([C:15]2([C:32]([OH:34])=[O:33])[CH2:20][CH2:19][N:18]([S:21]([C:24]3[CH:25]=[CH:26][C:27]([O:30][CH3:31])=[CH:28][CH:29]=3)(=[O:22])=[O:23])[CH2:17][CH2:16]2)(=[O:13])=[O:14])=[CH:8][CH:7]=1)[C:2]#[C:3][CH3:4], predict the reactants needed to synthesize it. The reactants are: [CH2:1]([O:5][C:6]1[CH:11]=[CH:10][C:9]([S:12]([C:15]2([C:32]([O:34]C)=[O:33])[CH2:20][CH2:19][N:18]([S:21]([C:24]3[CH:29]=[CH:28][C:27]([O:30][CH3:31])=[CH:26][CH:25]=3)(=[O:23])=[O:22])[CH2:17][CH2:16]2)(=[O:14])=[O:13])=[CH:8][CH:7]=1)[C:2]#[C:3][CH3:4].[OH-].[Na+]. (3) Given the product [C:18]([CH2:17][O:9][C:6]1[CH:7]=[CH:8][C:3]([C:1]#[N:2])=[CH:4][CH:5]=1)#[N:19], predict the reactants needed to synthesize it. The reactants are: [C:1]([C:3]1[CH:8]=[CH:7][C:6]([OH:9])=[CH:5][CH:4]=1)#[N:2].C(=O)([O-])[O-].[K+].[K+].Br[CH2:17][C:18]#[N:19]. (4) Given the product [CH3:4][O:5][N:6]([CH3:7])[C:11](=[O:16])[CH2:12][C:13]([OH:14])=[O:15], predict the reactants needed to synthesize it. The reactants are: [OH-].[Na+].Cl.[CH3:4][O:5][NH:6][CH3:7].CC1(C)[O:14][C:13](=[O:15])[CH2:12][C:11](=[O:16])O1.Cl. (5) Given the product [F:2][C:3]1[C:4]([C:16]([F:19])([F:18])[F:17])=[C:5]([CH:10]2[CH2:11][CH2:12][N:13]([C:61]([C:60]3[C:59]4[CH2:45][N:42]([C:25]([O:24][C:20]([CH3:21])([CH3:22])[CH3:23])=[O:26])[CH2:62][CH2:57][C:58]=4[NH:63][N:64]=3)=[O:76])[CH2:14][CH2:15]2)[CH:6]=[C:7]([F:9])[CH:8]=1, predict the reactants needed to synthesize it. The reactants are: Cl.[F:2][C:3]1[C:4]([C:16]([F:19])([F:18])[F:17])=[C:5]([CH:10]2[CH2:15][CH2:14][NH:13][CH2:12][CH2:11]2)[CH:6]=[C:7]([F:9])[CH:8]=1.[C:20]([O:24][C:25](C1NCC2NN=C(C(O)=O)C=2C1)=[O:26])([CH3:23])([CH3:22])[CH3:21].C([N:42]([CH:45](C)C)CC)(C)C.CN(C(ON1[N:64]=[N:63][C:58]2[CH:59]=[CH:60][CH:61]=[CH:62][C:57]1=2)=[N+](C)C)C.F[P-](F)(F)(F)(F)F.CN(C=[O:76])C.